This data is from Reaction yield outcomes from USPTO patents with 853,638 reactions. The task is: Predict the reaction yield, written as a fraction of the theoretical maximum amount of product (1.0 means a 100% yield; for example, 0.34 means a 34% yield). The reactants are [OH-].[Na+].C([O:5][C:6](=[O:38])[C:7]([CH3:37])([CH3:36])[NH:8][C:9](=[O:35])[C:10]1[CH:15]=[CH:14][CH:13]=[C:12]([C:16]2[C:25]3[C:20](=[CH:21][C:22]([O:31][CH3:32])=[C:23]4[O:28][C:27]([CH3:30])([CH3:29])[CH2:26][C:24]4=3)[CH2:19][C:18]([CH3:34])([CH3:33])[N:17]=2)[CH:11]=1)C.[ClH:39]. The catalyst is C(O)C. The product is [ClH:39].[CH3:37][C:7]([C:6]([OH:38])=[O:5])([CH3:36])[NH:8][C:9](=[O:35])[C:10]1[CH:15]=[CH:14][CH:13]=[C:12]([C:16]2[C:25]3[C:20](=[CH:21][C:22]([O:31][CH3:32])=[C:23]4[O:28][C:27]([CH3:29])([CH3:30])[CH2:26][C:24]4=3)[CH2:19][C:18]([CH3:33])([CH3:34])[N:17]=2)[CH:11]=1. The yield is 0.900.